The task is: Predict hERG channel inhibition at various concentrations.. This data is from hERG Central: cardiac toxicity at 1µM, 10µM, and general inhibition. (1) The molecule is COc1ccc(CCC(=O)NCCS(=O)(=O)N2CCN(c3ccc(F)cc3)CC2)cc1. Results: hERG_inhib (hERG inhibition (general)): blocker. (2) The molecule is O=C(CSc1nnc(-c2cccs2)n1Cc1ccccc1)NCc1ccc2c(c1)OCO2. Results: hERG_inhib (hERG inhibition (general)): blocker. (3) The molecule is Cc1noc(C)c1S(=O)(=O)N1CCCN(C(=O)/C=C/c2ccccc2F)CC1. Results: hERG_inhib (hERG inhibition (general)): blocker. (4) The drug is O=C(CN1CCN(C(=O)c2cccs2)CC1)Nc1ccc(Br)cc1. Results: hERG_inhib (hERG inhibition (general)): blocker. (5) The molecule is Cc1cccc(S(=O)(=O)Nc2ccc(-n3c(C)nc4ccccc4c3=O)cc2)c1. Results: hERG_inhib (hERG inhibition (general)): blocker. (6) The drug is Cc1ccc2[nH]cc(CCCN3C(=O)c4ccccc4C3=O)c2c1. Results: hERG_inhib (hERG inhibition (general)): blocker. (7) The compound is O=C(C[n+]1ccc(/C=C/c2ccccc2)cc1)c1ccc2c(c1)OCCO2.[Br-]. Results: hERG_inhib (hERG inhibition (general)): blocker. (8) The compound is Cc1ccc(-c2nnc(OCc3cccnc3)c3ccccc23)cc1. Results: hERG_inhib (hERG inhibition (general)): blocker.